This data is from Full USPTO retrosynthesis dataset with 1.9M reactions from patents (1976-2016). The task is: Predict the reactants needed to synthesize the given product. (1) Given the product [Cl:1][C:2]1[C:3]([I:14])=[C:4]([CH:11]=[CH:12][CH:13]=1)[CH:5]=[O:6], predict the reactants needed to synthesize it. The reactants are: [Cl:1][C:2]1[C:3]([I:14])=[C:4]([CH:11]=[CH:12][CH:13]=1)[C:5](N(OC)C)=[O:6].[H-].C([Al+]CC(C)C)C(C)C. (2) Given the product [N+:11]([C:6]1[CH:7]=[CH:8][CH:9]=[CH:10][C:5]=1[C:3]1[N:14]=[C:15]2[CH:20]=[CH:19][CH:18]=[CH:17][N:16]2[CH:2]=1)([O-:13])=[O:12], predict the reactants needed to synthesize it. The reactants are: Br[CH2:2][C:3]([C:5]1[CH:10]=[CH:9][CH:8]=[CH:7][C:6]=1[N+:11]([O-:13])=[O:12])=O.[NH2:14][C:15]1[CH:20]=[CH:19][CH:18]=[CH:17][N:16]=1. (3) Given the product [Cl:1][C:2]1[C:11]2[C:6](=[CH:7][CH:8]=[C:9]([O:12][CH:13]([CH3:14])[CH3:15])[CH:10]=2)[C:5]([OH:16])=[C:4]([C:17]([NH:34][C@H:27]([CH2:28][OH:29])[C:26]([OH:35])=[O:25])=[O:19])[N:3]=1, predict the reactants needed to synthesize it. The reactants are: [Cl:1][C:2]1[C:11]2[C:6](=[CH:7][CH:8]=[C:9]([O:12][CH:13]([CH3:15])[CH3:14])[CH:10]=2)[C:5]([OH:16])=[C:4]([C:17]([OH:19])=O)[N:3]=1.Cl.C([O:25][C:26](=[O:35])[C@H:27]([NH2:34])[CH2:28][O:29]C(C)(C)C)(C)(C)C. (4) Given the product [O:19]=[C:3]1[N:4]2[C:5](=[O:18])[NH:6][C:7]3[CH:8]=[C:9]4[CH:17]=[CH:16][CH:15]=[CH:14][C:10]4=[CH:11][C:12]=3[C:13]2=[N:1][N:2]1[C:25]([O:24][C:21]([CH3:23])([CH3:22])[CH3:20])=[O:26], predict the reactants needed to synthesize it. The reactants are: [N:1]1[NH:2][C:3](=[O:19])[N:4]2[C:13]=1[C:12]1[CH:11]=[C:10]3[CH:14]=[CH:15][CH:16]=[CH:17][C:9]3=[CH:8][C:7]=1[NH:6][C:5]2=[O:18].[CH3:20][C:21]([O:24][C:25](O[C:25]([O:24][C:21]([CH3:23])([CH3:22])[CH3:20])=[O:26])=[O:26])([CH3:23])[CH3:22].